This data is from Forward reaction prediction with 1.9M reactions from USPTO patents (1976-2016). The task is: Predict the product of the given reaction. (1) Given the reactants [Si:1]([O:8][C@@H:9]([C:12]1[CH:13]=[C:14]2[C:19](=[CH:20][CH:21]=1)[NH:18][C:17](=[O:22])[CH2:16][CH2:15]2)[CH2:10]Cl)([C:4]([CH3:7])([CH3:6])[CH3:5])([CH3:3])[CH3:2].[OH:23][C@H:24]1[C@H:29]([C:30]2[S:31][CH:32]=[CH:33][CH:34]=2)[CH2:28][CH2:27][NH:26][CH2:25]1.[I-].[Na+].C(N(CC)CC)C.C(=O)([O-])O.[Na+], predict the reaction product. The product is: [Si:1]([O:8][C@@H:9]([C:12]1[CH:13]=[C:14]2[C:19](=[CH:20][CH:21]=1)[NH:18][C:17](=[O:22])[CH2:16][CH2:15]2)[CH2:10][N:26]1[CH2:27][CH2:28][C@@H:29]([C:30]2[S:31][CH:32]=[CH:33][CH:34]=2)[C@H:24]([OH:23])[CH2:25]1)([C:4]([CH3:7])([CH3:6])[CH3:5])([CH3:3])[CH3:2]. (2) Given the reactants Br[C:2]1[S:27][C:5]2[N:6]=[CH:7][N:8]=[C:9]([NH:10][C:11]3[CH:16]=[CH:15][C:14]([O:17][CH2:18][C:19]4[CH:24]=[CH:23][CH:22]=[C:21]([F:25])[CH:20]=4)=[C:13]([Cl:26])[CH:12]=3)[C:4]=2[CH:3]=1.[N:28]1[CH:33]=[CH:32][CH:31]=[CH:30][C:29]=1[CH2:34][C:35]([OH:37])=O, predict the reaction product. The product is: [Cl:26][C:13]1[CH:12]=[C:11]([NH:10][C:9]2[C:4]3[CH:3]=[C:2]([C:3]#[C:4][CH2:5][NH:6][C:35](=[O:37])[CH2:34][C:29]4[CH:30]=[CH:31][CH:32]=[CH:33][N:28]=4)[S:27][C:5]=3[N:6]=[CH:7][N:8]=2)[CH:16]=[CH:15][C:14]=1[O:17][CH2:18][C:19]1[CH:24]=[CH:23][CH:22]=[C:21]([F:25])[CH:20]=1. (3) Given the reactants [F:1][C:2]1([C:6]2[C:7]([O:15][C@@H:16]([CH3:21])[C:17]([F:20])([F:19])[F:18])=[CH:8][C:9]([C:12]([OH:14])=O)=[N:10][CH:11]=2)[CH2:5][O:4][CH2:3]1.[CH:22]1([C:25]([NH2:33])([C:27]2[N:31]=[C:30]([CH3:32])[O:29][N:28]=2)[CH3:26])[CH2:24][CH2:23]1, predict the reaction product. The product is: [CH:22]1([C:25]([NH:33][C:12]([C:9]2[CH:8]=[C:7]([O:15][C@@H:16]([CH3:21])[C:17]([F:20])([F:19])[F:18])[C:6]([C:2]3([F:1])[CH2:5][O:4][CH2:3]3)=[CH:11][N:10]=2)=[O:14])([C:27]2[N:31]=[C:30]([CH3:32])[O:29][N:28]=2)[CH3:26])[CH2:24][CH2:23]1. (4) Given the reactants [F:1][C:2]1[CH:3]=[C:4]([CH:7]=[CH:8][C:9]=1[O:10][C@H:11]([CH2:13][CH3:14])[CH3:12])[CH:5]=[O:6].O.S(=O)(=O)(O)[OH:17], predict the reaction product. The product is: [F:1][C:2]1[CH:3]=[C:4]([CH:7]=[CH:8][C:9]=1[O:10][C@H:11]([CH2:13][CH3:14])[CH3:12])[C:5]([OH:17])=[O:6].